Dataset: Peptide-MHC class II binding affinity with 134,281 pairs from IEDB. Task: Regression. Given a peptide amino acid sequence and an MHC pseudo amino acid sequence, predict their binding affinity value. This is MHC class II binding data. (1) The peptide sequence is TATYGGKWLDAKSTW. The binding affinity (normalized) is 0.315. The MHC is HLA-DQA10101-DQB10501 with pseudo-sequence HLA-DQA10101-DQB10501. (2) The peptide sequence is EAAVKQAYAATVAAA. The MHC is HLA-DQA10501-DQB10301 with pseudo-sequence HLA-DQA10501-DQB10301. The binding affinity (normalized) is 0.655. (3) The peptide sequence is GSFIIDGKSRKECPF. The MHC is HLA-DQA10303-DQB10402 with pseudo-sequence HLA-DQA10303-DQB10402. The binding affinity (normalized) is 0.274. (4) The peptide sequence is SQYLELSWNLNGLQAY. The MHC is HLA-DQA10101-DQB10501 with pseudo-sequence HLA-DQA10101-DQB10501. The binding affinity (normalized) is 0.666.